This data is from TCR-epitope binding with 47,182 pairs between 192 epitopes and 23,139 TCRs. The task is: Binary Classification. Given a T-cell receptor sequence (or CDR3 region) and an epitope sequence, predict whether binding occurs between them. (1) The epitope is GLCTLVAML. The TCR CDR3 sequence is CASTLTTDPYEQYF. Result: 1 (the TCR binds to the epitope). (2) The epitope is LLLGIGILV. The TCR CDR3 sequence is CASSRTTSGPWDEQFF. Result: 0 (the TCR does not bind to the epitope).